Dataset: Full USPTO retrosynthesis dataset with 1.9M reactions from patents (1976-2016). Task: Predict the reactants needed to synthesize the given product. (1) The reactants are: [C:1]([NH2:4])(=[S:3])[CH3:2].C([O-])([O-])=O.[K+].[K+].[C:11](Cl)(=[O:21])[C:12]1[C:13](=[CH:17][CH:18]=[CH:19][CH:20]=1)[C:14](Cl)=[O:15]. Given the product [C:1]([N:4]1[C:14](=[O:15])[C:13]2[C:12](=[CH:20][CH:19]=[CH:18][CH:17]=2)[C:11]1=[O:21])(=[S:3])[CH3:2], predict the reactants needed to synthesize it. (2) Given the product [CH2:43]([O:42][C:40](=[O:41])[NH:39][C:36]1[CH:35]=[CH:34][C:33]([C:30]2[CH:29]=[N:28][C:27]3[N:26]([N:25]=[CH:24][C:23]=3[C:20]3[CH:21]=[CH:22][C:17]([N:14]4[CH2:15][CH2:16][NH:11][CH2:12][CH2:13]4)=[CH:18][CH:19]=3)[C:31]=2[NH2:32])=[CH:38][CH:37]=1)[CH:44]([CH3:46])[CH3:45], predict the reactants needed to synthesize it. The reactants are: C(OC([N:11]1[CH2:16][CH2:15][N:14]([C:17]2[CH:22]=[CH:21][C:20]([C:23]3[CH:24]=[N:25][N:26]4[C:31]([NH2:32])=[C:30]([C:33]5[CH:38]=[CH:37][C:36]([NH:39][C:40]([O:42][CH2:43][CH:44]([CH3:46])[CH3:45])=[O:41])=[CH:35][CH:34]=5)[CH:29]=[N:28][C:27]=34)=[CH:19][CH:18]=2)[CH2:13][CH2:12]1)=O)C1C=CC=CC=1. (3) Given the product [CH3:21][O:20][C:14]1[CH:13]=[C:12]([NH:11][C:4]2[C:5]3[N:10]=[CH:9][S:8][C:6]=3[N:7]=[C:2]([N:3]3[CH2:67][CH2:66][CH:5]([NH:10][C:56](=[O:57])[O:59][C:53]([CH3:27])([CH3:54])[CH3:55])[CH2:4]3)[N:3]=2)[CH:17]=[CH:16][C:15]=1[O:18][CH3:19], predict the reactants needed to synthesize it. The reactants are: Cl[C:2]1[N:3]=[C:4]([NH:11][C:12]2[CH:17]=[CH:16][C:15]([O:18][CH3:19])=[C:14]([O:20][CH3:21])[CH:13]=2)[C:5]2[N:10]=[CH:9][S:8][C:6]=2[N:7]=1.[CH3:27][CH:53]([C:55]1C=[C:27]([CH:53]([CH3:55])[CH3:54])C(C2C=CC=CC=2P(C2CCCCC2)C2CCCCC2)=[C:27]([CH:53]([CH3:55])[CH3:54])C=1)[CH3:54].[C:56]([O-:59])([O-])=[O:57].[Cs+].[Cs+].O1[CH2:67][CH2:66]OCC1. (4) Given the product [CH2:1]([OH:10])[C@@H:2]([C@H:4]([C@@H:6]([CH2:8][OH:9])[OH:7])[OH:5])[OH:3].[OH:11][CH2:12][C:13]([C@H:15]([C@@H:17]([CH2:19][OH:20])[OH:18])[OH:16])=[O:14].[O:11]=[CH:12][C@@H:13]([C@H:15]([C@@H:17]([C@@H:19]([CH2:21][OH:22])[OH:20])[OH:18])[OH:16])[OH:14], predict the reactants needed to synthesize it. The reactants are: [CH2:1]([OH:10])[C@@H:2]([C@H:4]([C@@H:6]([CH2:8][OH:9])[OH:7])[OH:5])[OH:3].[O:11]=[CH:12][C@@H:13]([C@H:15]([C@@H:17]([C@@H:19]([CH2:21][OH:22])[OH:20])[OH:18])[OH:16])[OH:14]. (5) Given the product [O:1]1[C:5]2([CH2:10][CH2:9][CH:8]([O:11][C:13]3[CH:18]=[C:17]([C:19]([OH:22])([CH3:21])[CH3:20])[CH:16]=[C:15]([C:23]([F:24])([F:26])[F:25])[N:14]=3)[CH2:7][CH2:6]2)[O:4][CH2:3][CH2:2]1, predict the reactants needed to synthesize it. The reactants are: [O:1]1[C:5]2([CH2:10][CH2:9][CH:8]([OH:11])[CH2:7][CH2:6]2)[O:4][CH2:3][CH2:2]1.Cl[C:13]1[CH:18]=[C:17]([C:19]([OH:22])([CH3:21])[CH3:20])[CH:16]=[C:15]([C:23]([F:26])([F:25])[F:24])[N:14]=1.[H-].[Na+]. (6) Given the product [CH:1]1([CH2:7][C:8](=[O:13])[CH2:9][CH2:10][CH:11]=[CH2:12])[CH2:6][CH2:5][CH2:4][CH2:3][CH2:2]1, predict the reactants needed to synthesize it. The reactants are: [CH:1]1([CH2:7][CH:8]([OH:13])[CH2:9][CH2:10][CH:11]=[CH2:12])[CH2:6][CH2:5][CH2:4][CH2:3][CH2:2]1.C1C=C[NH+]=CC=1.[O-][Cr](Cl)(=O)=O.CCOCC. (7) Given the product [NH2:1][C:2]1[N:7]=[CH:6][C:5]([C:8]#[C:9][C:11]2[CH:12]=[C:13]([CH2:17][C:18]([OH:20])=[O:19])[CH:14]=[CH:15][CH:16]=2)=[CH:4][N:3]=1, predict the reactants needed to synthesize it. The reactants are: [NH2:1][C:2]1[N:7]=[CH:6][C:5]([C:8]#[CH:9])=[CH:4][N:3]=1.I[C:11]1[CH:12]=[C:13]([CH2:17][C:18]([OH:20])=[O:19])[CH:14]=[CH:15][CH:16]=1.C(N(CC)CC)C.